The task is: Predict the product of the given reaction.. This data is from Forward reaction prediction with 1.9M reactions from USPTO patents (1976-2016). (1) Given the reactants [CH:1]1([N:6]2[C:10]3[CH:11]=[CH:12][C:13]([C:15](=O)[CH:16]([NH:24][C:25](=O)[CH2:26][CH2:27][O:28][CH3:29])[C:17]4[CH:18]=[C:19]([CH3:23])[CH:20]=[CH:21][CH:22]=4)=[CH:14][C:9]=3[N:8]([CH3:32])[C:7]2=[O:33])[CH2:5][CH2:4][CH2:3][CH2:2]1.FC(F)(F)C([O-])=O.[NH4+:41].CO, predict the reaction product. The product is: [CH:1]1([N:6]2[C:10]3[CH:11]=[CH:12][C:13]([C:15]4[NH:41][C:25]([CH2:26][CH2:27][O:28][CH3:29])=[N:24][C:16]=4[C:17]4[CH:18]=[C:19]([CH3:23])[CH:20]=[CH:21][CH:22]=4)=[CH:14][C:9]=3[N:8]([CH3:32])[C:7]2=[O:33])[CH2:2][CH2:3][CH2:4][CH2:5]1. (2) Given the reactants Cl[C:2]1[C:3]2[N:11]=[N:10][N:9]([CH2:12][C:13]3[CH:18]=[CH:17][CH:16]=[C:15]([N+:19]([O-:21])=[O:20])[CH:14]=3)[C:4]=2[N:5]=[C:6]([NH2:8])[N:7]=1.[CH3:22][Si:23]([CH3:37])([CH3:36])[CH2:24][CH2:25][O:26][CH2:27][N:28]1[C:32](B(O)O)=[CH:31][CH:30]=[N:29]1.C([O-])(O)=O.[Na+], predict the reaction product. The product is: [N+:19]([C:15]1[CH:14]=[C:13]([CH:18]=[CH:17][CH:16]=1)[CH2:12][N:9]1[C:4]2[N:5]=[C:6]([NH2:8])[N:7]=[C:2]([C:32]3[N:28]([CH2:27][O:26][CH2:25][CH2:24][Si:23]([CH3:37])([CH3:36])[CH3:22])[N:29]=[CH:30][CH:31]=3)[C:3]=2[N:11]=[N:10]1)([O-:21])=[O:20]. (3) The product is: [NH4+:5].[OH-:1].[Cl:30][C:25]1[CH:24]=[C:23]([NH:22][C:21]([NH:20][C:15]2[N:14]=[C:13]([O:1][CH:2]3[CH2:7][CH2:6][N:5]([CH2:8][CH3:9])[CH2:4][CH2:3]3)[CH:18]=[C:17]([CH3:19])[N:16]=2)=[NH:31])[CH:28]=[CH:27][C:26]=1[Cl:29]. Given the reactants [OH:1][CH:2]1[CH2:7][CH2:6][N:5]([CH2:8][CH3:9])[CH2:4][CH2:3]1.[H-].[Na+].Cl[C:13]1[CH:18]=[C:17]([CH3:19])[N:16]=[C:15]([NH:20][C:21](=[NH:31])[NH:22][C:23]2[CH:28]=[CH:27][C:26]([Cl:29])=[C:25]([Cl:30])[CH:24]=2)[N:14]=1, predict the reaction product. (4) Given the reactants [Cl:1][C:2]1[C:10]([Cl:11])=[CH:9][CH:8]=[CH:7][C:3]=1[C:4]([OH:6])=O.[CH3:12][C:13]1[N:18]=[CH:17][C:16]([C:19]2([CH2:24][NH2:25])[CH2:23][CH2:22][O:21][CH2:20]2)=[CH:15][N:14]=1, predict the reaction product. The product is: [Cl:1][C:2]1[C:10]([Cl:11])=[CH:9][CH:8]=[CH:7][C:3]=1[C:4]([NH:25][CH2:24][C:19]1([C:16]2[CH:17]=[N:18][C:13]([CH3:12])=[N:14][CH:15]=2)[CH2:23][CH2:22][O:21][CH2:20]1)=[O:6]. (5) Given the reactants [CH3:1][N:2]1[CH2:6][CH2:5][CH2:4][C@H:3]1[CH2:7][OH:8].CC(C)([O-])C.[K+].[CH2:15]([N:19]1[CH:23]=[C:22]([C:24]([CH3:27])([CH3:26])[CH3:25])[S:21]/[C:20]/1=[N:28]\[C:29](=[O:41])[C:30]1[CH:35]=[C:34]([C:36]([F:39])([F:38])[F:37])[CH:33]=[CH:32][C:31]=1F)[CH2:16][CH2:17][CH3:18], predict the reaction product. The product is: [CH2:15]([N:19]1[CH:23]=[C:22]([C:24]([CH3:26])([CH3:27])[CH3:25])[S:21]/[C:20]/1=[N:28]\[C:29](=[O:41])[C:30]1[CH:35]=[C:34]([C:36]([F:39])([F:37])[F:38])[CH:33]=[CH:32][C:31]=1[O:8][CH2:7][C@@H:3]1[CH2:4][CH2:5][CH2:6][N:2]1[CH3:1])[CH2:16][CH2:17][CH3:18].